This data is from Reaction yield outcomes from USPTO patents with 853,638 reactions. The task is: Predict the reaction yield, written as a fraction of the theoretical maximum amount of product (1.0 means a 100% yield; for example, 0.34 means a 34% yield). (1) The catalyst is N1C=CC=CC=1. The yield is 0.310. The product is [C:9]([C:11]1[CH:12]=[CH:13][C:14]([S:17]([NH:1][CH2:2][C:3]2[CH:8]=[CH:7][N:6]=[CH:5][CH:4]=2)(=[O:19])=[O:18])=[CH:15][CH:16]=1)#[N:10]. The reactants are [NH2:1][CH2:2][C:3]1[CH:8]=[CH:7][N:6]=[CH:5][CH:4]=1.[C:9]([C:11]1[CH:16]=[CH:15][C:14]([S:17](Cl)(=[O:19])=[O:18])=[CH:13][CH:12]=1)#[N:10].Cl. (2) The reactants are [N:1]([C:4]1[CH:9]=[CH:8][N:7]=[CH:6][C:5]=1/[CH:10]=[N:11]/[C:12]1[C:17]([Cl:18])=[CH:16][C:15]([S:19]([CH3:22])(=[O:21])=[O:20])=[CH:14][C:13]=1[Cl:23])=[N+]=[N-]. The catalyst is C1(C)C=CC=CC=1. The product is [Cl:23][C:13]1[CH:14]=[C:15]([S:19]([CH3:22])(=[O:21])=[O:20])[CH:16]=[C:17]([Cl:18])[C:12]=1[N:11]1[CH:10]=[C:5]2[CH:6]=[N:7][CH:8]=[CH:9][C:4]2=[N:1]1. The yield is 0.520. (3) The reactants are [NH2:1][C:2]1[C:3]2[C:10]([C:11](=[S:13])[NH2:12])=[CH:9][N:8]([C@H:14]3[C@H:18]([OH:19])[CH:17]([OH:20])[CH:16]([CH2:21][OH:22])[O:15]3)[C:4]=2[N:5]=[CH:6][N:7]=1.C([Mg]Cl)(C)(C)C.Cl[C:30]1[CH:45]=[CH:44][CH:43]=[CH:42][C:31]=1[O:32][P:33](=[N:35][C@@H:36]([CH3:41])[C:37]([O:39][CH3:40])=[O:38])=[O:34]. The catalyst is C1COCC1. The yield is 0.0800. The product is [NH2:1][C:2]1[C:3]2[C:10]([C:11](=[S:13])[NH2:12])=[CH:9][N:8]([C@@H:14]3[O:15][CH:16]([CH2:21][O:22][C:42]4[CH:43]=[CH:44][CH:45]=[CH:30][C:31]=4[O:32][P:33](=[N:35][C@@H:36]([CH3:41])[C:37]([O:39][CH3:40])=[O:38])=[O:34])[CH:17]([OH:20])[C@H:18]3[OH:19])[C:4]=2[N:5]=[CH:6][N:7]=1. (4) The reactants are [OH:1][C:2]1[CH:9]=[CH:8][C:5]([CH:6]=[O:7])=[C:4]([CH3:10])[CH:3]=1.CS(O[CH:16]1[CH2:19][N:18]([C:20]([C:22]2[O:23][C:24]([C:27]3[CH:32]=[CH:31][CH:30]=[CH:29][CH:28]=3)=[N:25][N:26]=2)=[O:21])[CH2:17]1)(=O)=O.C([O-])([O-])=O.[Cs+].[Cs+]. The catalyst is CN(C=O)C.C(Cl)Cl. The product is [CH3:10][C:4]1[CH:3]=[C:2]([O:1][CH:16]2[CH2:17][N:18]([C:20]([C:22]3[O:23][C:24]([C:27]4[CH:32]=[CH:31][CH:30]=[CH:29][CH:28]=4)=[N:25][N:26]=3)=[O:21])[CH2:19]2)[CH:9]=[CH:8][C:5]=1[CH:6]=[O:7]. The yield is 0.720.